This data is from Full USPTO retrosynthesis dataset with 1.9M reactions from patents (1976-2016). The task is: Predict the reactants needed to synthesize the given product. (1) Given the product [F:18][C:2]([F:17])([F:1])[C:3]1[CH:4]=[C:5]2[C:9](=[CH:10][CH:11]=1)[N:8]([CH2:25][C:24]1[CH:27]=[CH:28][CH:29]=[C:22]([F:21])[CH:23]=1)[C:7]([C:12]([O:14][CH2:15][CH3:16])=[O:13])=[CH:6]2, predict the reactants needed to synthesize it. The reactants are: [F:1][C:2]([F:18])([F:17])[C:3]1[CH:4]=[C:5]2[C:9](=[CH:10][CH:11]=1)[NH:8][C:7]([C:12]([O:14][CH2:15][CH3:16])=[O:13])=[CH:6]2.[H-].[Na+].[F:21][C:22]1[CH:23]=[C:24]([CH:27]=[CH:28][CH:29]=1)[CH2:25]Br. (2) Given the product [Cl:32][C:17]1[N:16]([CH2:15][C:12]2[CH:13]=[CH:14][C:9]([C:4]3[CH:5]=[CH:6][CH:7]=[CH:8][C:3]=3[C:1]#[N:2])=[CH:10][CH:11]=2)[C:20]2[C:21]([C:25]([O:27][CH3:28])=[O:26])=[CH:22][CH:23]=[CH:24][C:19]=2[N:18]=1, predict the reactants needed to synthesize it. The reactants are: [C:1]([C:3]1[CH:8]=[CH:7][CH:6]=[CH:5][C:4]=1[C:9]1[CH:14]=[CH:13][C:12]([CH2:15][N:16]2[C:20]3[C:21]([C:25]([O:27][CH3:28])=[O:26])=[CH:22][CH:23]=[CH:24][C:19]=3[NH:18][C:17]2=O)=[CH:11][CH:10]=1)#[N:2].P(Cl)(Cl)([Cl:32])=O. (3) The reactants are: [CH3:1][O:2][C:3]1[CH:8]=[CH:7][C:6]([CH2:9][C:10]([C:12]2[CH:19]=[CH:18][C:15]([C:16]#[N:17])=[CH:14][CH:13]=2)=[O:11])=[CH:5][CH:4]=1.[Br-:20].[Br-].[Br-].[NH+]1C=CC=CC=1.[NH+]1C=CC=CC=1.[NH+]1C=CC=CC=1. Given the product [Br:20][CH:9]([C:6]1[CH:5]=[CH:4][C:3]([O:2][CH3:1])=[CH:8][CH:7]=1)[C:10]([C:12]1[CH:13]=[CH:14][C:15]([C:16]#[N:17])=[CH:18][CH:19]=1)=[O:11], predict the reactants needed to synthesize it. (4) Given the product [Cl:5][C:6]1[C:14]([Cl:15])=[CH:13][C:12]([N+:16]([O-:18])=[O:17])=[CH:11][C:7]=1[C:8](=[O:10])[CH3:20], predict the reactants needed to synthesize it. The reactants are: S(Cl)(Cl)=O.[Cl:5][C:6]1[C:14]([Cl:15])=[CH:13][C:12]([N+:16]([O-:18])=[O:17])=[CH:11][C:7]=1[C:8]([OH:10])=O.O.[CH3:20]COC(C)=O. (5) Given the product [NH2:1][C:2]1[C:3]2[C:10]([C:11]3[CH:16]=[CH:15][CH:14]=[C:13]([O:17][CH2:18][C:19]45[O:25][CH:22]([CH2:23][CH2:24]4)[CH2:21][CH2:20]5)[CH:12]=3)=[CH:9][N:8]([C@H:26]3[CH2:27][C@H:28]([CH2:42][OH:45])[CH2:29]3)[C:4]=2[N:5]=[CH:6][N:7]=1, predict the reactants needed to synthesize it. The reactants are: [NH2:1][C:2]1[C:3]2[C:10]([C:11]3[CH:16]=[CH:15][CH:14]=[C:13]([O:17][CH2:18][C:19]45[O:25][CH:22]([CH2:23][CH2:24]4)[CH2:21][CH2:20]5)[CH:12]=3)=[CH:9][N:8]([C@@H:26]3[CH2:29][C@H:28](CN4CCC[C@@H]4C(N)=O)[CH2:27]3)[C:4]=2[N:5]=[CH:6][N:7]=1.C12(COC3C=C(B4OC(C)(C)C(C)(C)O4)C=CC=3)[O:45][CH:42](CC1)CC2. (6) Given the product [CH:37]1[C:46]2[C:41](=[CH:42][CH:43]=[CH:44][CH:45]=2)[CH:40]=[CH:39][C:38]=1[C:47]([NH:49][C:50]1[CH:55]=[CH:54][C:53]([C:56]2[CH:64]=[C:63]3[C:59]([CH2:60][N:61]([C@@H:66]([CH:71]([CH3:72])[CH3:73])[C:67]([OH:69])=[O:68])[C:62]3=[O:65])=[CH:58][CH:57]=2)=[C:52]([C:74]([F:75])([F:76])[F:77])[CH:51]=1)=[O:48], predict the reactants needed to synthesize it. The reactants are: C(C1C=CC(C(NC2C=CC(C3C=C4C(CN([C@@H](C(C)C)C(O)=O)C4=O)=CC=3)=NC=2)=O)=CC=1)(C)(C)C.[CH:37]1[C:46]2[C:41](=[CH:42][CH:43]=[CH:44][CH:45]=2)[CH:40]=[CH:39][C:38]=1[C:47]([NH:49][C:50]1[CH:55]=[CH:54][C:53]([C:56]2[CH:64]=[C:63]3[C:59]([CH2:60][N:61]([C@@H:66]([CH:71]([CH3:73])[CH3:72])[C:67]([O:69]C)=[O:68])[C:62]3=[O:65])=[CH:58][CH:57]=2)=[C:52]([C:74]([F:77])([F:76])[F:75])[CH:51]=1)=[O:48]. (7) Given the product [C:22]([O:21][C:17](=[O:20])[CH2:18][CH2:19][C:9]1([C:14]([OH:16])=[O:15])[CH2:13][CH2:12][CH2:11][CH2:10]1)([CH3:25])([CH3:24])[CH3:23], predict the reactants needed to synthesize it. The reactants are: C([N-]C(C)C)(C)C.[Li+].[CH:9]1([C:14]([OH:16])=[O:15])[CH2:13][CH2:12][CH2:11][CH2:10]1.[C:17]([O:21][C:22]([CH3:25])([CH3:24])[CH3:23])(=[O:20])[CH:18]=[CH2:19].Cl.